From a dataset of Reaction yield outcomes from USPTO patents with 853,638 reactions. Predict the reaction yield, written as a fraction of the theoretical maximum amount of product (1.0 means a 100% yield; for example, 0.34 means a 34% yield). The reactants are Br[CH2:2][C:3]1[CH:8]=[CH:7][C:6]([CH:9]([CH3:14])[C:10]([O:12]C)=[O:11])=[C:5]([F:15])[CH:4]=1.[S:16]1[CH:20]=[CH:19][CH:18]=[C:17]1B(O)O.C(=O)([O-])[O-].[Na+].[Na+]. The catalyst is O1CCCC1.C1C(=O)[N-]C(=O)C1.C1C=CC(P(C2C=CC=CC=2)C2C=CC=CC=2)=CC=1.C1C=CC(P(C2C=CC=CC=2)C2C=CC=CC=2)=CC=1.Br[Pd+]. The product is [F:15][C:5]1[CH:4]=[C:3]([CH2:2][C:18]2[CH:19]=[CH:20][S:16][CH:17]=2)[CH:8]=[CH:7][C:6]=1[CH:9]([CH3:14])[C:10]([OH:12])=[O:11]. The yield is 0.850.